Dataset: Reaction yield outcomes from USPTO patents with 853,638 reactions. Task: Predict the reaction yield, written as a fraction of the theoretical maximum amount of product (1.0 means a 100% yield; for example, 0.34 means a 34% yield). (1) The reactants are Br[CH2:2][C:3]1[C:13]([Cl:14])=[N:12][CH:11]=[CH:10][C:4]=1[C:5]([O:7]CC)=O.Cl.[Cl:16][C:17]1[CH:18]=[C:19]([CH:30]([NH2:32])[CH3:31])[CH:20]=[N:21][C:22]=1[CH2:23][O:24][CH2:25][C:26]([F:29])([F:28])[F:27]. No catalyst specified. The product is [Cl:14][C:13]1[C:3]2[CH2:2][N:32]([CH:30]([C:19]3[CH:20]=[N:21][C:22]([CH2:23][O:24][CH2:25][C:26]([F:28])([F:29])[F:27])=[C:17]([Cl:16])[CH:18]=3)[CH3:31])[C:5](=[O:7])[C:4]=2[CH:10]=[CH:11][N:12]=1. The yield is 0.440. (2) The reactants are C(N)C1C=CC=CC=1.[F:9][C:10]1[CH:11]=[C:12]([CH:15]=[CH:16][C:17]=1[F:18])[CH2:13][NH2:14].[F:19][C:20]1[CH:42]=[CH:41][C:23]([CH2:24][N:25]2[CH2:29][CH2:28][N:27]([C:30]3[CH:31]=[C:32]([CH:37]=[CH:38][N:39]=3)[C:33](OC)=[O:34])[C:26]2=[O:40])=[CH:22][CH:21]=1. No catalyst specified. The product is [F:9][C:10]1[CH:11]=[C:12]([CH:15]=[CH:16][C:17]=1[F:18])[CH2:13][NH:14][C:33](=[O:34])[C:32]1[CH:37]=[CH:38][N:39]=[C:30]([N:27]2[CH2:28][CH2:29][N:25]([CH2:24][C:23]3[CH:22]=[CH:21][C:20]([F:19])=[CH:42][CH:41]=3)[C:26]2=[O:40])[CH:31]=1. The yield is 0.340.